The task is: Regression. Given two drug SMILES strings and cell line genomic features, predict the synergy score measuring deviation from expected non-interaction effect.. This data is from NCI-60 drug combinations with 297,098 pairs across 59 cell lines. Drug 1: C1CN1P(=S)(N2CC2)N3CC3. Drug 2: CCN(CC)CCNC(=O)C1=C(NC(=C1C)C=C2C3=C(C=CC(=C3)F)NC2=O)C. Cell line: DU-145. Synergy scores: CSS=5.22, Synergy_ZIP=0.511, Synergy_Bliss=1.82, Synergy_Loewe=-10.2, Synergy_HSA=-1.99.